This data is from Human Reference Interactome with 51,813 positive PPI pairs across 8,248 proteins, plus equal number of experimentally-validated negative pairs. The task is: Binary Classification. Given two protein amino acid sequences, predict whether they physically interact or not. (1) Protein 1 (ENSG00000144524) has sequence MAGEQKPSSNLLEQFILLAKGTSGSALTALISQVLEAPGVYVFGELLELANVQELAEGANAAYLQLLNLFAYGTYPDYIANKESLPELSTAQQNKLKHLTIVSLASRMKCIPYSVLLKDLEMRNLRELEDLIIEAVYTDIIQGKLDQRNQLLEVDFCIGRDIRKKDINNIVKTLHEWCDGCEAVLLGIEQQVLRANQYKENHNRTQQQVEAEREKRDVPLLNLITTAFFWLPTSRRHSKPPHPPRLRRWSSSWLNGSVPLTLSRGSPPRRCPK*MAGEQKPSSNLLEQFILLAKGTSGSA.... Protein 2 (ENSG00000129151) has sequence MACTIQKAEALDGAHLMQILWYDEEESLYPAVWLRDNCPCSDCYLDSAKARKLLVEALDVNIGIKGLIFDRKKVYITWPDEHYSEFQADWLKKRCFSKQARAKLQRELFFPECQYWGSELQLPTLDFEDVLRYDEHAYKWLSTLKKVGIVRLTGASDKPGEVSKLGKRMGFLYLTFYGHTWQVQDKIDANNVAYTTGKLSFHTDYPALHHPPGVQLLHCIKQTVTGGDSEIVDGFNVCQKLKKNNPQAFQILSSTFVDFTDIGVDYCDFSVQSKHKIIELDDKGQVVRINFNNATRDTIF.... Result: 0 (the proteins do not interact). (2) Protein 1 (ENSG00000183628) has sequence MERYAGALEEVADGARQQERHYQLLSALQSLVKELPSSFQQRLSYTTLSDLALALLDGTVFEIVQGLLEIQHLTEKSLYNQRLRLQNEHRVLRQALRQKHQEAQQACRPHNLPVLQAAQQRELEAVEHRIREEQRAMDQKIVLELDRKVADQQSTLEKAGVAGFYVTTNPQELMLQMNLLELIRKLQQRGCWAGKAALGLGGPWQLPAAQCDQKGSPVPP*MDQKIVLELDRKVADQQSTLEKAGVAGFYVTTNPQELMLQMNLLELIRKLQQRGCWAGKAALGLGGPWQLPAAQCDQKG.... Protein 2 (ENSG00000143365) has sequence MDRAPQRQHRASRELLAAKKTHTSQIEVIPCKICGDKSSGIHYGVITCEGCKGFFRRSQRCNAAYSCTRQQNCPIDRTSRNRCQHCRLQKCLALGMSRDAVKFGRMSKKQRDSLHAEVQKQLQQRQQQQQEPVVKTPPAGAQGADTLTYTLGLPDGQLPLGSSPDLPEASACPPGLLKASGSGPSYSNNLAKAGLNGASCHLEYSPERGKAEGRESFYSTGSQLTPDRCGLRFEEHRHPGLGELGQGPDSYGSPSFRSTPEAPYASLTEIEHLVQSVCKSYRETCQLRLEDLLRQRSNIF.... Result: 0 (the proteins do not interact). (3) Protein 1 (ENSG00000174950) has sequence MEAPGPRALRTALCGGCCCLLLCAQLAVAGKGARGFGRGALIRLNIWPAVQGACKQLEVCEHCVEGDGARNLSSCVWEQCRPEEPGHCVAQSEVVKEGCSIYNRSEACPAAHHHPTYEPKTVTTGSPPVPEAHSPGFDGASFIGGVVLVLSLQAVAFFVLHFLKAKDSTYQTL*MEAPGPRALRTALCGGCCCLLLCAQLAVAGKGARGFGRGALIRLNIWPAVQGACKQLEVCEHCVEGDGARNLSSCVWEQCRPEEPGHCVAQSEVVKEGCSIYNRSEACPAAHHHPTYEPKTVTTGS.... Protein 2 (ENSG00000253293) has sequence MSARKGYLLPSPNYPTTMSCSESPAANSFLVDSLISSGRGEAGGGGGGAGGGGGGGYYAHGGVYLPPAADLPYGLQSCGLFPTLGGKRNEAASPGSGGGGGGLGPGAHGYGPSPIDLWLDAPRSCRMEPPDGPPPPPQQQPPPPPQPPQPAPQATSCSFAQNIKEESSYCLYDSADKCPKVSATAAELAPFPRGPPPDGCALGTSSGVPVPGYFRLSQAYGTAKGYGSGGGGAQQLGAGPFPAQPPGRGFDLPPALASGSADAARKERALDSPPPPTLACGSGGGSQGDEEAHASSSAAE.... Result: 0 (the proteins do not interact). (4) Protein 1 (ENSG00000205571) has sequence MAMSSGGSGGGVPEQEDSVLFRRGTGQSDDSDIWDDTALIKAYDKAVASFKHALKNGDICETSGKPKTTPKRKPAKKNKSQKKNTAASLQQWKVGDKCSAIWSEDGCIYPATIASIDFKRETCVVVYTGYGNREEQNLSDLLSPICEVANNIEQNAQENENESQVSTDESENSRSPGNKSDNIKPKSAPWNSFLPPPPPMPGPRLGPGKPGLKFNGPPPPPPPPPPHLLSCWLPPFPSGPPIIPPPPPICPDSLDDADALGSMLISWYMSGYHTGYYMGFRQNQKEGRCSHSLN*MAMSS.... Protein 2 (ENSG00000173221) has sequence MAQEFVNCKIQPGKVVVFIKPTCPYCRRAQEILSQLPIKQGLLEFVDITATNHTNEIQDYLQQLTGARTVPRVFIGKDCIGGCSDLVSLQQSGELLTRLKQIGALQ*. Result: 0 (the proteins do not interact). (5) Protein 1 (ENSG00000134291) has sequence MGSQHSAAARPSSCRRKQEDDRDGLLAEREQEEAIAQFPYVEFTGRDSITCLTCQGTGYIPTEQVNELVALIPHSDQRLRPQRTKQYVLLSILLCLLASGLVVFFLFPHSVLVDDDGIKVVKVTFNKQDSLVILTIMATLKIRNSNFYTVAVTSLSSQIQYMNTVVNFTGKAEMGGPFSYVYFFCTVPEILVHNIVIFMRTSVKISYIGLMTQSSLETHHYVDCGGNSTAI*MGSQHSAAARPSSCRRKQEDDRDGLLAEREQEEAIAQFPYVEFTGRDSITCLTCQGTGYIPTEQVNEL.... Protein 2 (ENSG00000273899) has sequence MGRNKKKKRDGDDRRPRLVLSFDEEKRREYLTGFHKRKVERKKAAIEEIKQRLKEEQRKLREERHQEYLKMLAEREEALEEADELDRLVTAKTESVQYDHPNHTVTVTTISDLDLSGARLLGLTPPEGGAGDRSEEEASSTEKPTKALPRKSRDPLLSQRISSLTASLHAHSRKKVKRKHPRRAQDSKKPPRAPRTSKAQRRRLTGKARHSGE*. Result: 0 (the proteins do not interact). (6) Result: 0 (the proteins do not interact). Protein 2 (ENSG00000109189) has sequence MTVRNIASICNMGTNASALEKDIGPEQFPINEHYFGLVNFGNTCYCNSVLQALYFCRPFRENVLAYKAQQKKKENLLTCLADLFHSIATQKKKVGVIPPKKFISRLRKENDLFDNYMQQDAHEFLNYLLNTIADILQEEKKQEKQNGKLKNGNMNEPAENNKPELTWVHEIFQGTLTNETRCLNCETVSSKDEDFLDLSVDVEQNTSITHCLRDFSNTETLCSEQKYYCETCCSKQEAQKRMRVKKLPMILALHLKRFKYMEQLHRYTKLSYRVVFPLELRLFNTSSDAVNLDRMYDLVA.... Protein 1 (ENSG00000124688) has sequence MAAPEAEVLSSAAVPDLEWYEKSEETHASQIELLETSSTQEPLNASEAFCPRDCMVPVVFPGPVSQEGCCQFTCELLKHIMYQRQQLPLPYEQLKHFYRKPSPQAEEMLKKKPRATTEVSSRKCQQALAELESVLSHLEDFFARTLVPRVLILLGGNALSPKEFYELDLSLLAPYSVDQSLSTAACLRRLFRAIFMADAFSELQAPPLMGTVVMAQGHRNCGEDWFRPKLNYRVPSRGHKLTVTLSCGRPSIRTTAWEDYIWFQAPVTFKGFRE*MARVPLGRSLTLSPRLEHNGMTSAH.... (7) Protein 1 (ENSG00000173917) has sequence MNFEFEREIGFINSQPSLAECLTSFPAVLETFQTSSIKESTLIPPPPPFEQTFPSLQPGASTLQRPRSQKRAEDGPALPPPPPPPLPAAPPAPEFPWMKEKKSAKKPSQSATSPSPAASAVPASGVGSPADGLGLPEAGGGGARRLRTAYTNTQLLELEKEFHFNKYLCRPRRVEIAALLDLTERQVKVWFQNRRMKHKRQTQHREPPDGEPACPGALEDICDPAEEPAASPGGPSASRAAWEACCHPPEVVPGALSADPRPLAVRLEGAGASSPGCALRGAGGLEPGPLPEDVFSGRQD.... Protein 2 (ENSG00000198839) has sequence MAASKTQGAVARMQEDRDGSCSTVGGVGYGVRIVSWSRFPCQKVQVAPPL*MAASKTQGAVARMQEDRDGSCSTVGGVGYGDSKDCILEPLSLPESPGGTTTLEGSPSVPCIFCEEHFPVAEQDKLLKHMIIEHKIVIADVKLVADFQRYILYWRKRFTEQPITDFCSVIRINSTAPFEEQENYFLLCDVLPEDRILREELQKQRLREILEQQQQERNDTNFHGVCMFCNEEFLGNRSVILNHMAREHAFNIGLPDNIVNCNEFLCTLQKKLDNLQCLYCEKTFRDKNTLKDHMRKKQHR.... Result: 0 (the proteins do not interact).